The task is: Predict the reaction yield, written as a fraction of the theoretical maximum amount of product (1.0 means a 100% yield; for example, 0.34 means a 34% yield).. This data is from Reaction yield outcomes from USPTO patents with 853,638 reactions. The reactants are [O:1]1[C:5]2[CH:6]=[CH:7][C:8]([O:10][CH2:11][CH2:12][CH2:13][C:14]([OH:16])=O)=[CH:9][C:4]=2[O:3][CH2:2]1.C1C=CC2N(O)N=NC=2C=1.CCN=C=NCCCN(C)C.C(N(C(C)C)CC)(C)C.[CH:47]1([NH:53][CH3:54])[CH2:52][CH2:51][CH2:50][CH2:49][CH2:48]1. The catalyst is C1COCC1. The product is [O:1]1[C:5]2[CH:6]=[CH:7][C:8]([O:10][CH2:11][CH2:12][CH2:13][C:14]([N:53]([CH:47]3[CH2:52][CH2:51][CH2:50][CH2:49][CH2:48]3)[CH3:54])=[O:16])=[CH:9][C:4]=2[O:3][CH2:2]1. The yield is 0.770.